This data is from Forward reaction prediction with 1.9M reactions from USPTO patents (1976-2016). The task is: Predict the product of the given reaction. (1) Given the reactants [CH3:1][C:2]1[N:3]=[C:4]([C:12]2[CH:17]=[CH:16][C:15]([C:18]([F:21])([F:20])[F:19])=[CH:14][CH:13]=2)[S:5][C:6]=1[C:7]([O:9][CH2:10][CH3:11])=[O:8].[Br:22]N1C(=O)CCC1=O.C(OOC(=O)C1C=CC=CC=1)(=O)C1C=CC=CC=1, predict the reaction product. The product is: [Br:22][CH2:1][C:2]1[N:3]=[C:4]([C:12]2[CH:17]=[CH:16][C:15]([C:18]([F:21])([F:20])[F:19])=[CH:14][CH:13]=2)[S:5][C:6]=1[C:7]([O:9][CH2:10][CH3:11])=[O:8]. (2) Given the reactants [CH:1]1([S:4]([NH:7][C:8](=[O:46])[NH:9][C:10]2[CH:44]=[CH:43][C:13]([O:14][C:15]3[CH:20]=[CH:19][N:18]=[C:17]4[CH:21]=[C:22]([C:24]5[N:29]=[CH:28][C:27]([CH2:30][N:31]([CH2:39][CH2:40][O:41][CH3:42])C(=O)OC(C)(C)C)=[CH:26][CH:25]=5)[S:23][C:16]=34)=[C:12]([F:45])[CH:11]=2)(=[O:6])=[O:5])[CH2:3][CH2:2]1.Cl.O1CCOCC1.C([O-])(O)=O.[Na+], predict the reaction product. The product is: [F:45][C:12]1[CH:11]=[C:10]([NH:9][C:8]([NH:7][S:4]([CH:1]2[CH2:2][CH2:3]2)(=[O:5])=[O:6])=[O:46])[CH:44]=[CH:43][C:13]=1[O:14][C:15]1[CH:20]=[CH:19][N:18]=[C:17]2[CH:21]=[C:22]([C:24]3[CH:25]=[CH:26][C:27]([CH2:30][NH:31][CH2:39][CH2:40][O:41][CH3:42])=[CH:28][N:29]=3)[S:23][C:16]=12. (3) Given the reactants C([O:3][C:4](=[O:20])[CH2:5][CH2:6][C:7]1[CH:8]=[N:9][C:10]([C:13]2[CH:18]=[CH:17][CH:16]=[CH:15][C:14]=2[F:19])=[CH:11][CH:12]=1)C.[OH-].[Na+], predict the reaction product. The product is: [F:19][C:14]1[CH:15]=[CH:16][CH:17]=[CH:18][C:13]=1[C:10]1[N:9]=[CH:8][C:7]([CH2:6][CH2:5][C:4]([OH:20])=[O:3])=[CH:12][CH:11]=1. (4) The product is: [CH2:1]([N:8]1[CH2:26][CH2:25][C:11]2([C:15]3[C:16](=[O:17])[NH:24][C:22](=[O:23])[NH:21][C:14]=3[CH2:13][CH2:12]2)[CH2:10][CH2:9]1)[C:2]1[CH:7]=[CH:6][CH:5]=[CH:4][CH:3]=1. Given the reactants [CH2:1]([N:8]1[CH2:26][CH2:25][C:11]2([C:15]([C:16](OCC)=[O:17])=[C:14]([NH:21][C:22]([NH2:24])=[O:23])[CH2:13][CH2:12]2)[CH2:10][CH2:9]1)[C:2]1[CH:7]=[CH:6][CH:5]=[CH:4][CH:3]=1.[OH-].[Na+].Cl, predict the reaction product. (5) Given the reactants C1(C(C2C=CC=CC=2)(C2C=CC=CC=2)[N:8]2[C:12]3[CH2:13][CH2:14][CH2:15][CH2:16][CH:17]([CH2:18][OH:19])[C:11]=3[N:10]=[CH:9]2)C=CC=CC=1.[Cl:32][C:33]1[CH:38]=[CH:37][CH:36]=[CH:35][C:34]=1O, predict the reaction product. The product is: [ClH:32].[Cl:32][C:33]1[CH:38]=[CH:37][CH:36]=[CH:35][C:34]=1[O:19][CH2:18][CH:17]1[C:11]2[N:10]=[CH:9][NH:8][C:12]=2[CH2:13][CH2:14][CH2:15][CH2:16]1. (6) Given the reactants [N:1]1[CH:6]=[CH:5][CH:4]=[CH:3][C:2]=1[C:7]1[CH:11]=[C:10]([C:12]([O:14]CC)=O)[O:9][N:8]=1.O/[N:18]=[C:19](\[NH2:27])/[C:20]1[CH:25]=[CH:24][C:23]([CH3:26])=[CH:22][CH:21]=1.[H-].[Na+], predict the reaction product. The product is: [N:1]1[CH:6]=[CH:5][CH:4]=[CH:3][C:2]=1[C:7]1[CH:11]=[C:10]([C:12]2[O:14][N:27]=[C:19]([C:20]3[CH:25]=[CH:24][C:23]([CH3:26])=[CH:22][CH:21]=3)[N:18]=2)[O:9][N:8]=1. (7) Given the reactants [F:1][CH:2]([F:22])[C:3]1[N:7]=[CH:6][N:5]([C:8]2[CH:13]=[C:12]([S:14][CH2:15][C:16]([F:19])([F:18])[F:17])[C:11]([CH3:20])=[CH:10][C:9]=2[CH3:21])[N:4]=1.ClCCl.ClC1C=CC=C(C(OO)=[O:34])C=1.OS([O-])=O.[Na+], predict the reaction product. The product is: [F:22][CH:2]([F:1])[C:3]1[N:7]=[CH:6][N:5]([C:8]2[CH:13]=[C:12]([S:14]([CH2:15][C:16]([F:19])([F:18])[F:17])=[O:34])[C:11]([CH3:20])=[CH:10][C:9]=2[CH3:21])[N:4]=1. (8) Given the reactants Br[C:2]1[C:7]([F:8])=[CH:6][CH:5]=[CH:4][C:3]=1[O:9][CH2:10][CH3:11].[Li]CCCC.[C:17]([S:21]([N:23]=[CH:24][CH2:25][CH:26]([CH3:32])[C:27]([O:29][CH2:30][CH3:31])=[O:28])=[O:22])([CH3:20])([CH3:19])[CH3:18].[NH4+].[Cl-], predict the reaction product. The product is: [CH3:19][C:17]([CH3:20])([S:21]([NH:23][CH:24]([C:2]1[C:7]([F:8])=[CH:6][CH:5]=[CH:4][C:3]=1[O:9][CH2:10][CH3:11])[CH2:25][CH:26]([CH3:32])[C:27]([O:29][CH2:30][CH3:31])=[O:28])=[O:22])[CH3:18]. (9) Given the reactants [OH:1][C@H:2]1[C:10]2[C:5](=[CH:6][CH:7]=[CH:8][CH:9]=2)[CH2:4][C@:3]1([CH2:20][C:21]1[CH:29]=[CH:28][C:24]([C:25](O)=[O:26])=[CH:23][CH:22]=1)[C:11]1[CH2:12][C:13]2[C:18]([CH:19]=1)=[CH:17][CH:16]=[CH:15][CH:14]=2.C[CH2:31][N:32](CC)[CH2:33]C.CNC.C(P1(=O)OP(CCC)(=O)OP(CCC)(=O)O1)CC, predict the reaction product. The product is: [OH:1][C@H:2]1[C:10]2[C:5](=[CH:6][CH:7]=[CH:8][CH:9]=2)[CH2:4][C@:3]1([CH2:20][C:21]1[CH:29]=[CH:28][C:24]([C:25]([N:32]([CH3:33])[CH3:31])=[O:26])=[CH:23][CH:22]=1)[C:11]1[CH2:12][C:13]2[C:18]([CH:19]=1)=[CH:17][CH:16]=[CH:15][CH:14]=2.